This data is from Full USPTO retrosynthesis dataset with 1.9M reactions from patents (1976-2016). The task is: Predict the reactants needed to synthesize the given product. (1) Given the product [CH2:19]([N:18]1[C:3]2[C:2]([C:27]3[CH:32]=[CH:31][CH:30]=[CH:29][CH:28]=3)=[C:7]([O:8][C:9]3[CH:14]=[CH:13][C:12]([F:15])=[CH:11][CH:10]=3)[N:6]=[CH:5][C:4]=2[N:16]=[C:17]1[C:21]1[C:22]([NH2:26])=[N:23][O:24][N:25]=1)[CH3:20], predict the reactants needed to synthesize it. The reactants are: Br[C:2]1[C:3]2[N:18]([CH2:19][CH3:20])[C:17]([C:21]3[C:22]([NH2:26])=[N:23][O:24][N:25]=3)=[N:16][C:4]=2[CH:5]=[N:6][C:7]=1[O:8][C:9]1[CH:14]=[CH:13][C:12]([F:15])=[CH:11][CH:10]=1.[C:27]1(B(O)O)[CH:32]=[CH:31][CH:30]=[CH:29][CH:28]=1.O. (2) Given the product [CH2:38]([CH:6]([CH2:7][O:8][C:9]1[CH:18]=[CH:17][C:16]2[C:11](=[CH:12][CH:13]=[C:14]([CH2:19][N:20]([C:22]([C:24]3[O:25][C:26]4[CH:36]=[CH:35][CH:34]=[CH:33][C:27]=4[C:28]=3[CH2:29][CH2:30][CH2:31][CH3:32])=[O:23])[CH3:21])[CH:15]=2)[C:10]=1[Br:37])[C:5]([OH:45])=[O:4])[C:39]1[CH:44]=[CH:43][CH:42]=[CH:41][CH:40]=1, predict the reactants needed to synthesize it. The reactants are: [OH-].[Na+].C[O:4][C:5](=[O:45])[CH:6]([CH2:38][C:39]1[CH:44]=[CH:43][CH:42]=[CH:41][CH:40]=1)[CH2:7][O:8][C:9]1[CH:18]=[CH:17][C:16]2[C:11](=[CH:12][CH:13]=[C:14]([CH2:19][N:20]([C:22]([C:24]3[O:25][C:26]4[CH:36]=[CH:35][CH:34]=[CH:33][C:27]=4[C:28]=3[CH2:29][CH2:30][CH2:31][CH3:32])=[O:23])[CH3:21])[CH:15]=2)[C:10]=1[Br:37].O.Cl. (3) The reactants are: CN(C)CC#CC1C=C([C@@H]2[C@@H](C3C=CC=C(F)C=3)OC(=O)N2)C=NC=1.Br[C:27]1[CH:28]=[C:29]([C@@H:33]2[C@@H:37]([C:38]3[CH:43]=[C:42]([F:44])[C:41]([F:45])=[CH:40][C:39]=3[F:46])[O:36][C:35](=[O:47])[NH:34]2)[CH:30]=[N:31][CH:32]=1.[C:48]([CH:50]1[CH2:53][C:52]([F:55])([F:54])[CH2:51]1)#[CH:49]. Given the product [F:54][C:52]1([F:55])[CH2:53][CH:50]([C:48]#[C:49][C:27]2[CH:28]=[C:29]([C@@H:33]3[C@@H:37]([C:38]4[CH:43]=[C:42]([F:44])[C:41]([F:45])=[CH:40][C:39]=4[F:46])[O:36][C:35](=[O:47])[NH:34]3)[CH:30]=[N:31][CH:32]=2)[CH2:51]1, predict the reactants needed to synthesize it. (4) Given the product [CH3:1][O:2][C:3]([C:5]1[N:6]=[C:7]([NH:10][C:11](=[O:31])[C@@H:12]([N:20]2[C:21](=[O:30])[C@@H:22]([C:23]3[CH:28]=[CH:27][CH:26]=[CH:25][CH:24]=3)[NH:29][C:42]2=[O:41])[CH2:13][C:14]2[CH:19]=[CH:18][CH:17]=[CH:16][CH:15]=2)[S:8][CH:9]=1)=[O:4], predict the reactants needed to synthesize it. The reactants are: [CH3:1][O:2][C:3]([C:5]1[N:6]=[C:7]([NH:10][C:11](=[O:31])[C@@H:12]([NH:20][C:21](=[O:30])[C@H:22]([NH2:29])[C:23]2[CH:28]=[CH:27][CH:26]=[CH:25][CH:24]=2)[CH2:13][C:14]2[CH:19]=[CH:18][CH:17]=[CH:16][CH:15]=2)[S:8][CH:9]=1)=[O:4].C(N(C(C)C)CC)(C)C.[O:41]=[C:42](Cl)OC(Cl)(Cl)Cl. (5) Given the product [N:1]1([C:5]([C:7]2[CH:8]=[C:9]([Cl:30])[C:10]([O:13][C:14]3[CH:15]=[C:16]([CH:21]=[C:22]([O:24][C@H:25]4[CH2:29][CH2:28][O:27][CH2:26]4)[CH:23]=3)[C:17]([OH:19])=[O:18])=[N:11][CH:12]=2)=[O:6])[CH2:4][CH2:3][CH2:2]1, predict the reactants needed to synthesize it. The reactants are: [N:1]1([C:5]([C:7]2[CH:8]=[C:9]([Cl:30])[C:10]([O:13][C:14]3[CH:15]=[C:16]([CH:21]=[C:22]([O:24][C@H:25]4[CH2:29][CH2:28][O:27][CH2:26]4)[CH:23]=3)[C:17]([O:19]C)=[O:18])=[N:11][CH:12]=2)=[O:6])[CH2:4][CH2:3][CH2:2]1.[OH-].[Na+].O. (6) Given the product [Br:1][C:2]1[CH:7]=[CH:6][C:5]([S:8]([CH3:9])(=[O:10])=[O:29])=[CH:4][CH:3]=1, predict the reactants needed to synthesize it. The reactants are: [Br:1][C:2]1[CH:7]=[CH:6][C:5]([S:8][CH3:9])=[CH:4][CH:3]=1.[OH:10]OS([O-])=O.[K+].S([O-])(O[O-])(=O)=O.[K+].[K+].OP(O)(O)=O.[OH2:29]. (7) Given the product [CH3:20][C:15]1([CH3:21])[C:16]([CH3:19])([CH3:18])[O:17][B:13]([C:2]2[CH:12]=[CH:11][C:5]([O:6][CH2:7][CH2:8][CH2:9][OH:10])=[CH:4][CH:3]=2)[O:14]1, predict the reactants needed to synthesize it. The reactants are: I[C:2]1[CH:12]=[CH:11][C:5]([O:6][CH2:7][CH2:8][CH2:9][OH:10])=[CH:4][CH:3]=1.[B:13]1([B:13]2[O:17][C:16]([CH3:19])([CH3:18])[C:15]([CH3:21])([CH3:20])[O:14]2)[O:17][C:16]([CH3:19])([CH3:18])[C:15]([CH3:21])([CH3:20])[O:14]1.C([O-])(=O)C.[K+]. (8) Given the product [O:13]1[CH2:14][CH2:9][CH2:10][CH2:11][CH:12]1[O:1][CH2:2][C@H:3]1[NH:7][C:6](=[O:8])[CH2:5][CH2:4]1, predict the reactants needed to synthesize it. The reactants are: [OH:1][CH2:2][C@H:3]1[NH:7][C:6](=[O:8])[CH2:5][CH2:4]1.[CH2:9]1[CH2:14][O:13][CH:12]=[CH:11][CH2:10]1.CC1C=CC(S([O-])(=O)=O)=CC=1.C1C=C[NH+]=CC=1. (9) Given the product [O:29]1[C:33]2[CH:34]=[CH:35][CH:36]=[CH:37][C:32]=2[CH:31]=[C:30]1[C:2]1[CH:23]=[CH:22][C:5]([C:6]([NH:8][S:9]([C:12]2[CH:17]=[CH:16][CH:15]=[CH:14][C:13]=2[S:18](=[O:21])(=[O:20])[NH2:19])(=[O:11])=[O:10])=[O:7])=[CH:4][C:3]=1[O:24][CH2:25][CH:26]1[CH2:28][CH2:27]1, predict the reactants needed to synthesize it. The reactants are: Br[C:2]1[CH:23]=[CH:22][C:5]([C:6]([NH:8][S:9]([C:12]2[CH:17]=[CH:16][CH:15]=[CH:14][C:13]=2[S:18](=[O:21])(=[O:20])[NH2:19])(=[O:11])=[O:10])=[O:7])=[CH:4][C:3]=1[O:24][CH2:25][CH:26]1[CH2:28][CH2:27]1.[O:29]1[C:33]2[CH:34]=[CH:35][CH:36]=[CH:37][C:32]=2[CH:31]=[C:30]1B(O)O. (10) Given the product [CH2:1]([O:3][C:4]([C:6]1[S:14][C:13]2=[CH:12][N:34]=[CH:35][CH:9]=[C:8]2[C:7]=1[NH:15][C:16]1[CH:21]=[CH:20][C:19]([I:24])=[CH:18][C:17]=1[F:23])=[O:5])[CH3:2], predict the reactants needed to synthesize it. The reactants are: [CH2:1]([O:3][C:4]([C:6]1[S:14][C:13]2[CH:12]=CN=[CH:9][C:8]=2[C:7]=1[NH:15][C:16]1[CH:21]=[CH:20][C:19](Br)=[CH:18][C:17]=1[F:23])=[O:5])[CH3:2].[I-:24].[Na+].CN[C@@H]1CCCC[C@H]1[NH:34][CH3:35].